This data is from Catalyst prediction with 721,799 reactions and 888 catalyst types from USPTO. The task is: Predict which catalyst facilitates the given reaction. (1) Product: [F:16][C:9]1[CH:8]=[C:7]2[C:12]([N:13]=[C:14]([CH3:15])[C:5]3[N:6]2[C:2]([C:24]2[CH:23]=[CH:22][CH:21]=[C:20]([O:19][CH3:18])[CH:25]=2)=[N:3][C:4]=3[CH3:17])=[CH:11][CH:10]=1. Reactant: Br[C:2]1[N:6]2[C:7]3[C:12]([N:13]=[C:14]([CH3:15])[C:5]2=[C:4]([CH3:17])[N:3]=1)=[CH:11][CH:10]=[C:9]([F:16])[CH:8]=3.[CH3:18][O:19][C:20]1[CH:21]=[C:22](B(O)O)[CH:23]=[CH:24][CH:25]=1.C([O-])([O-])=O.[K+].[K+]. The catalyst class is: 73. (2) Reactant: C([Li])CCC.[C:6]([O:10][CH3:11])(=[O:9])[CH2:7][CH3:8].[C:12]([O:16][C:17]([N:19]1[CH2:24][CH2:23][C:22](=[O:25])[CH2:21][CH2:20]1)=[O:18])([CH3:15])([CH3:14])[CH3:13].[Cl-].[NH4+]. Product: [C:12]([O:16][C:17]([N:19]1[CH2:24][CH2:23][C:22]([OH:25])([C:8]#[C:7][C:6]([O:10][CH3:11])=[O:9])[CH2:21][CH2:20]1)=[O:18])([CH3:15])([CH3:13])[CH3:14]. The catalyst class is: 54. (3) Reactant: [CH2:1]([C:4]1[CH:9]=[CH:8][CH:7]=[C:6]([N+:10]([O-:12])=[O:11])[C:5]=1[OH:13])[CH:2]=[CH2:3].[CH3:14][C:15]([CH3:17])=O.C(=O)([O-])[O-].[K+].[K+].ICC=C. Product: [CH2:1]([C:4]1[CH:9]=[CH:8][CH:7]=[C:6]([N+:10]([O-:12])=[O:11])[C:5]=1[O:13][CH2:17][CH:15]=[CH2:14])[CH:2]=[CH2:3]. The catalyst class is: 13.